This data is from Peptide-MHC class I binding affinity with 185,985 pairs from IEDB/IMGT. The task is: Regression. Given a peptide amino acid sequence and an MHC pseudo amino acid sequence, predict their binding affinity value. This is MHC class I binding data. (1) The peptide sequence is CGSFCRLGY. The MHC is HLA-A01:01 with pseudo-sequence HLA-A01:01. The binding affinity (normalized) is 0. (2) The peptide sequence is ALLQQQLSSV. The MHC is HLA-A02:02 with pseudo-sequence HLA-A02:02. The binding affinity (normalized) is 0.512.